From a dataset of Forward reaction prediction with 1.9M reactions from USPTO patents (1976-2016). Predict the product of the given reaction. Given the reactants [F:1][C:2]1[CH:3]=[C:4]([N+:12]([O-])=O)[C:5]([CH3:11])=[C:6]([CH:10]=1)[C:7]([OH:9])=[O:8], predict the reaction product. The product is: [NH2:12][C:4]1[C:5]([CH3:11])=[C:6]([CH:10]=[C:2]([F:1])[CH:3]=1)[C:7]([OH:9])=[O:8].